This data is from Full USPTO retrosynthesis dataset with 1.9M reactions from patents (1976-2016). The task is: Predict the reactants needed to synthesize the given product. (1) Given the product [Br:1][C:2]1[CH:7]=[CH:6][C:5]([CH:8]([CH2:14][C:15]2([CH2:16][Cl:17])[O:21][CH2:20][CH2:19][O:18]2)[C:9]([O:11][CH2:12][CH3:13])=[O:10])=[CH:4][CH:3]=1, predict the reactants needed to synthesize it. The reactants are: [Br:1][C:2]1[CH:7]=[CH:6][C:5]([CH:8]([CH2:14][C:15](=[O:18])[CH2:16][Cl:17])[C:9]([O:11][CH2:12][CH3:13])=[O:10])=[CH:4][CH:3]=1.[CH2:19](O)[CH2:20][OH:21].C1(C)C=CC(S(O)(=O)=O)=CC=1. (2) Given the product [Br:25][C:26]1[CH:34]=[CH:33][C:29]([C:30]([NH:17][CH2:16][C@@H:14]2[CH2:15][C@H:13]2[C:10]2[C:11]3[C:6]([CH:7]=[CH:8][CH:9]=2)=[N:5][N:4]([CH3:3])[CH:12]=3)=[O:31])=[CH:28][CH:27]=1, predict the reactants needed to synthesize it. The reactants are: Cl.Cl.[CH3:3][N:4]1[CH:12]=[C:11]2[C:6]([CH:7]=[CH:8][CH:9]=[C:10]2[C@@H:13]2[CH2:15][C@H:14]2[CH2:16][NH2:17])=[N:5]1.C(N(CC)CC)C.[Br:25][C:26]1[CH:34]=[CH:33][C:29]([C:30](Cl)=[O:31])=[CH:28][CH:27]=1. (3) Given the product [C:18]([C:22]1[N:23]=[C:24]([NH:27][C:13]2[N:12]=[C:11]([C:7]3[CH:6]=[C:5]([NH:4][C:1](=[O:3])[CH3:2])[CH:10]=[CH:9][CH:8]=3)[CH:16]=[N:15][CH:14]=2)[S:25][CH:26]=1)([CH3:21])([CH3:20])[CH3:19], predict the reactants needed to synthesize it. The reactants are: [C:1]([NH:4][C:5]1[CH:6]=[C:7]([C:11]2[CH:16]=[N:15][CH:14]=[C:13](Cl)[N:12]=2)[CH:8]=[CH:9][CH:10]=1)(=[O:3])[CH3:2].[C:18]([C:22]1[N:23]=[C:24]([NH2:27])[S:25][CH:26]=1)([CH3:21])([CH3:20])[CH3:19].C1C=CC(P(C2C(C3C(P(C4C=CC=CC=4)C4C=CC=CC=4)=CC=C4C=3C=CC=C4)=C3C(C=CC=C3)=CC=2)C2C=CC=CC=2)=CC=1.CC(C)([O-])C.[Na+].